This data is from Catalyst prediction with 721,799 reactions and 888 catalyst types from USPTO. The task is: Predict which catalyst facilitates the given reaction. (1) Reactant: Cl[C:2]1[C:3]2[C:4](=[CH:14][N:15](CC3C=CC(OC)=CC=3)[N:16]=2)[N:5]=[C:6]([C:8]2[CH:13]=[CH:12][N:11]=[CH:10][CH:9]=2)[N:7]=1.[CH3:26][O:27][C:28]1[CH:29]=[C:30]([CH:32]=[CH:33][C:34]=1[O:35][CH3:36])[NH2:31].Cl. Product: [CH3:26][O:27][C:28]1[CH:29]=[C:30]([NH:31][C:2]2[C:3]3[NH:16][N:15]=[CH:14][C:4]=3[N:5]=[C:6]([C:8]3[CH:9]=[CH:10][N:11]=[CH:12][CH:13]=3)[N:7]=2)[CH:32]=[CH:33][C:34]=1[O:35][CH3:36]. The catalyst class is: 71. (2) Reactant: [H-].[Na+].[CH3:3][O:4][C:5](=[O:14])[C:6]1[CH:11]=[C:10]([OH:12])[CH:9]=[CH:8][C:7]=1[F:13].[NH2:15][C:16]1[S:17][C:18](Br)=[CH:19][N:20]=1. Product: [CH3:3][O:4][C:5](=[O:14])[C:6]1[CH:11]=[C:10]([O:12][CH:18]2[S:17][CH:16]([NH2:15])[N:20]=[CH:19]2)[CH:9]=[CH:8][C:7]=1[F:13]. The catalyst class is: 7. (3) Reactant: [OH:1][CH:2]1[CH2:6][CH2:5][O:4][CH2:3]1.C(N(CC)CC)C.[CH3:14][S:15](Cl)(=[O:17])=[O:16]. Product: [O:4]1[CH2:5][CH2:6][CH:2]([O:1][S:15]([CH3:14])(=[O:17])=[O:16])[CH2:3]1. The catalyst class is: 2. (4) Reactant: [Br:1][C:2]1[N:3]=[C:4]2[C:10]([CH:11]=[O:12])=[CH:9][N:8]([CH2:13][O:14][CH2:15][CH2:16][Si:17]([CH3:20])([CH3:19])[CH3:18])[C:5]2=[N:6][CH:7]=1.Cl([O-])=[O:22].[Na+].P([O-])(O)(O)=O.[K+]. Product: [Br:1][C:2]1[N:3]=[C:4]2[C:10]([C:11]([OH:22])=[O:12])=[CH:9][N:8]([CH2:13][O:14][CH2:15][CH2:16][Si:17]([CH3:20])([CH3:19])[CH3:18])[C:5]2=[N:6][CH:7]=1. The catalyst class is: 38. (5) Reactant: [OH-].[Na+].C[O:4][C:5]([C:7]1[N:11]2[N:12]=[C:13]([CH3:24])[CH:14]=[C:15]([C:16]3[CH:21]=[CH:20][C:19]([CH3:22])=[CH:18][C:17]=3[CH3:23])[C:10]2=[N:9][C:8]=1[CH2:25][CH3:26])=[O:6]. Product: [CH3:23][C:17]1[CH:18]=[C:19]([CH3:22])[CH:20]=[CH:21][C:16]=1[C:15]1[C:10]2[N:11]([C:7]([C:5]([OH:6])=[O:4])=[C:8]([CH2:25][CH3:26])[N:9]=2)[N:12]=[C:13]([CH3:24])[CH:14]=1. The catalyst class is: 8. (6) Reactant: [Cl:1][C:2]1[CH:30]=[CH:29][C:5]([O:6][C:7]2[CH:12]=[CH:11][C:10]([N:13]3[CH:17]=[C:16]([C:18]4[CH:23]=[CH:22][C:21]([OH:24])=[CH:20][CH:19]=4)[N:15]=[C:14]3[CH2:25][O:26][CH2:27][CH3:28])=[CH:9][CH:8]=2)=[CH:4][CH:3]=1.C([O-])([O-])=O.[Cs+].[Cs+].CC1C=CC(S(O[CH2:48][C@@H:49]2[O:51][CH2:50]2)(=O)=O)=CC=1.C1(O)C=CC=CC=1. Product: [Cl:1][C:2]1[CH:30]=[CH:29][C:5]([O:6][C:7]2[CH:8]=[CH:9][C:10]([N:13]3[CH:17]=[C:16]([C:18]4[CH:23]=[CH:22][C:21]([O:24][CH2:48][C@H:49]5[CH2:50][O:51]5)=[CH:20][CH:19]=4)[N:15]=[C:14]3[CH2:25][O:26][CH2:27][CH3:28])=[CH:11][CH:12]=2)=[CH:4][CH:3]=1. The catalyst class is: 3. (7) Reactant: C([O:8][C:9]1[C:14](=[O:15])[N:13]=[C:12](CC2C=CC(Cl)=CC=2C2C=CC=C(F)C=2)[N:11]2[CH2:31][CH2:32][N:33]([CH:36]([CH3:38])[CH3:37])[C:34](=[O:35])[C:10]=12)C1C=CC=CC=1.S(=O)(=O)(O)O. Product: [OH:8][C:9]1[C:14](=[O:15])[N:13]=[CH:12][N:11]2[CH2:31][CH2:32][N:33]([CH:36]([CH3:38])[CH3:37])[C:34](=[O:35])[C:10]=12. The catalyst class is: 15. (8) Reactant: [N-:1]=[N+:2]=[N-:3].[Na+].CC1C=CC(S(O[C@H:16]2[CH2:20][C@H:19]([C:21]([O:23][CH3:24])=[O:22])[N:18]([C:25]([O:27][CH2:28][C:29]3[CH:34]=[CH:33][CH:32]=[CH:31][CH:30]=3)=[O:26])[CH2:17]2)(=O)=O)=CC=1. Product: [N:1]([C@H:16]1[CH2:17][N:18]([C:25]([O:27][CH2:28][C:29]2[CH:30]=[CH:31][CH:32]=[CH:33][CH:34]=2)=[O:26])[C@@H:19]([C:21]([O:23][CH3:24])=[O:22])[CH2:20]1)=[N+:2]=[N-:3]. The catalyst class is: 3. (9) Reactant: Cl[CH2:2][C@@H:3]1[O:21][CH2:20][C@:6]2([C:22]3[CH:27]=[CH:26][C:25]([F:28])=[CH:24][C:23]=3[F:29])[N:7]=[C:8]([NH:11][C:12](=[O:19])[C:13]3[CH:18]=[CH:17][CH:16]=[CH:15][CH:14]=3)[S:9][CH2:10][C@@H:5]2[CH2:4]1.C([BH-](CC)CC)C.[Li+]. Product: [F:29][C:23]1[CH:24]=[C:25]([F:28])[CH:26]=[CH:27][C:22]=1[C@:6]12[CH2:20][O:21][C@@H:3]([CH3:2])[CH2:4][C@H:5]1[CH2:10][S:9][C:8]([NH:11][C:12](=[O:19])[C:13]1[CH:14]=[CH:15][CH:16]=[CH:17][CH:18]=1)=[N:7]2. The catalyst class is: 7. (10) Reactant: [CH2:1]([N:8]1[CH2:13][CH2:12][CH:11]([NH:14][C:15]2[CH:16]=[C:17]3[C:21](=[CH:22][CH:23]=2)[NH:20][N:19]=[CH:18]3)[CH2:10][CH2:9]1)[C:2]1[CH:7]=[CH:6][CH:5]=[CH:4][CH:3]=1.[ClH:24].CC[O:27]CC. Product: [OH2:27].[ClH:24].[ClH:24].[CH2:1]([N:8]1[CH2:13][CH2:12][CH:11]([NH:14][C:15]2[CH:16]=[C:17]3[C:21](=[CH:22][CH:23]=2)[NH:20][N:19]=[CH:18]3)[CH2:10][CH2:9]1)[C:2]1[CH:7]=[CH:6][CH:5]=[CH:4][CH:3]=1. The catalyst class is: 7.